Dataset: NCI-60 drug combinations with 297,098 pairs across 59 cell lines. Task: Regression. Given two drug SMILES strings and cell line genomic features, predict the synergy score measuring deviation from expected non-interaction effect. (1) Drug 1: C1=C(C(=O)NC(=O)N1)F. Drug 2: CS(=O)(=O)CCNCC1=CC=C(O1)C2=CC3=C(C=C2)N=CN=C3NC4=CC(=C(C=C4)OCC5=CC(=CC=C5)F)Cl. Cell line: U251. Synergy scores: CSS=36.2, Synergy_ZIP=-5.61, Synergy_Bliss=-9.79, Synergy_Loewe=-10.4, Synergy_HSA=-9.28. (2) Drug 1: C1CN1C2=NC(=NC(=N2)N3CC3)N4CC4. Drug 2: COC1=CC(=CC(=C1O)OC)C2C3C(COC3=O)C(C4=CC5=C(C=C24)OCO5)OC6C(C(C7C(O6)COC(O7)C8=CC=CS8)O)O. Cell line: A549. Synergy scores: CSS=60.5, Synergy_ZIP=-2.79, Synergy_Bliss=-2.24, Synergy_Loewe=2.19, Synergy_HSA=4.55. (3) Drug 1: C1=CC(=C2C(=C1NCCNCCO)C(=O)C3=C(C=CC(=C3C2=O)O)O)NCCNCCO. Drug 2: C1=NC2=C(N=C(N=C2N1C3C(C(C(O3)CO)O)F)Cl)N. Cell line: SNB-19. Synergy scores: CSS=56.1, Synergy_ZIP=-3.88, Synergy_Bliss=-4.75, Synergy_Loewe=-1.62, Synergy_HSA=2.18. (4) Drug 1: CC1=C(C(CCC1)(C)C)C=CC(=CC=CC(=CC(=O)O)C)C. Drug 2: CC1CCC2CC(C(=CC=CC=CC(CC(C(=O)C(C(C(=CC(C(=O)CC(OC(=O)C3CCCCN3C(=O)C(=O)C1(O2)O)C(C)CC4CCC(C(C4)OC)OCCO)C)C)O)OC)C)C)C)OC. Cell line: DU-145. Synergy scores: CSS=5.90, Synergy_ZIP=-0.725, Synergy_Bliss=1.47, Synergy_Loewe=-4.06, Synergy_HSA=-1.44. (5) Drug 1: CCC1=CC2CC(C3=C(CN(C2)C1)C4=CC=CC=C4N3)(C5=C(C=C6C(=C5)C78CCN9C7C(C=CC9)(C(C(C8N6C)(C(=O)OC)O)OC(=O)C)CC)OC)C(=O)OC.C(C(C(=O)O)O)(C(=O)O)O. Drug 2: CC1OCC2C(O1)C(C(C(O2)OC3C4COC(=O)C4C(C5=CC6=C(C=C35)OCO6)C7=CC(=C(C(=C7)OC)O)OC)O)O. Cell line: SF-295. Synergy scores: CSS=67.1, Synergy_ZIP=-1.87, Synergy_Bliss=-2.30, Synergy_Loewe=-2.10, Synergy_HSA=3.48. (6) Drug 1: C1=C(C(=O)NC(=O)N1)N(CCCl)CCCl. Drug 2: C1=C(C(=O)NC(=O)N1)F. Cell line: EKVX. Synergy scores: CSS=38.6, Synergy_ZIP=9.51, Synergy_Bliss=9.72, Synergy_Loewe=11.8, Synergy_HSA=12.7. (7) Drug 1: CCC1=C2CN3C(=CC4=C(C3=O)COC(=O)C4(CC)O)C2=NC5=C1C=C(C=C5)O. Drug 2: C(=O)(N)NO. Cell line: BT-549. Synergy scores: CSS=3.56, Synergy_ZIP=-2.38, Synergy_Bliss=4.58, Synergy_Loewe=-11.2, Synergy_HSA=1.53.